This data is from Reaction yield outcomes from USPTO patents with 853,638 reactions. The task is: Predict the reaction yield, written as a fraction of the theoretical maximum amount of product (1.0 means a 100% yield; for example, 0.34 means a 34% yield). (1) The reactants are [CH3:1][O-:2].[Na+].[Cl:4][C:5]1[CH:35]=[CH:34][CH:33]=[C:32]([Cl:36])[C:6]=1[CH2:7][C:8]1[S:9][C:10]2[N:11]=[C:12](S(C)(=O)=O)[N:13]=[C:14]([NH:17][C:18]3[CH:23]=[CH:22][C:21]([C:24]([F:27])([F:26])[F:25])=[CH:20][CH:19]=3)[C:15]=2[N:16]=1. The catalyst is C(O)(=O)C.CO. The product is [Cl:4][C:5]1[CH:35]=[CH:34][CH:33]=[C:32]([Cl:36])[C:6]=1[CH2:7][C:8]1[S:9][C:10]2[N:11]=[C:12]([O:2][CH3:1])[N:13]=[C:14]([NH:17][C:18]3[CH:23]=[CH:22][C:21]([C:24]([F:27])([F:26])[F:25])=[CH:20][CH:19]=3)[C:15]=2[N:16]=1. The yield is 0.450. (2) The reactants are BrCCBr.C[Si](Cl)(C)C.[CH3:10][O:11][C:12](=[O:21])/[C:13](/I)=[CH:14]\[CH:15]1[CH2:19][CH2:18][CH2:17][CH2:16]1.C1(P(C2C=CC=CC=2)C2C=CC=CC=2)C=CC=CC=1.[F:41][C:42]1[CH:47]=[C:46](I)[CH:45]=[CH:44][C:43]=1[N:49]1[C:53]([CH3:54])=[N:52][N:51]=[N:50]1.[Cl-].[NH4+]. The catalyst is O1CCCC1.[Zn].C1C=CC(/C=C/C(/C=C/C2C=CC=CC=2)=O)=CC=1.C1C=CC(/C=C/C(/C=C/C2C=CC=CC=2)=O)=CC=1.[Pd]. The product is [CH3:10][O:11][C:12](=[O:21])/[C:13](/[C:46]1[CH:45]=[CH:44][C:43]([N:49]2[C:53]([CH3:54])=[N:52][N:51]=[N:50]2)=[C:42]([F:41])[CH:47]=1)=[CH:14]/[CH:15]1[CH2:19][CH2:18][CH2:17][CH2:16]1. The yield is 0.680. (3) The reactants are Cl.[CH2:2]([O:9][C:10]([NH:12][C:13]1[CH:33]=[CH:32][C:16]([O:17][C:18]2[CH:23]=[CH:22][N:21]=[C:20]([NH:24]C(=O)OC(C)(C)C)[CH:19]=2)=[CH:15][C:14]=1[F:34])=[O:11])[C:3]1[CH:8]=[CH:7][CH:6]=[CH:5][CH:4]=1. The catalyst is C(OCC)(=O)C. The product is [NH2:24][C:20]1[CH:19]=[C:18]([O:17][C:16]2[CH:32]=[CH:33][C:13]([NH:12][C:10](=[O:11])[O:9][CH2:2][C:3]3[CH:8]=[CH:7][CH:6]=[CH:5][CH:4]=3)=[C:14]([F:34])[CH:15]=2)[CH:23]=[CH:22][N:21]=1. The yield is 0.959.